From a dataset of Catalyst prediction with 721,799 reactions and 888 catalyst types from USPTO. Predict which catalyst facilitates the given reaction. Reactant: [Cl:1][C:2]1[CH:3]=[N:4][CH:5]=[C:6](Cl)[C:7]=1[CH:8]=[O:9].O.[SH-:12].[Na+].[BH4-].[Na+]. Product: [Cl:1][C:2]1[CH:3]=[N:4][CH:5]=[C:6]([SH:12])[C:7]=1[CH2:8][OH:9]. The catalyst class is: 3.